This data is from Forward reaction prediction with 1.9M reactions from USPTO patents (1976-2016). The task is: Predict the product of the given reaction. (1) Given the reactants FC(F)(F)C(O)=O.C(OC(=O)[NH:14][C@@H:15]([CH2:42][C:43]1[CH:48]=[CH:47][CH:46]=[CH:45][CH:44]=1)[C:16]([N:18]1[CH2:27][CH2:26][C:25]2[C:24]([NH:28][CH2:29][CH:30]([C:32]34[CH2:41][CH:36]5[CH2:37][CH:38]([CH2:40][CH:34]([CH2:35]5)[CH2:33]3)[CH2:39]4)[OH:31])=[N:23][CH:22]=[N:21][C:20]=2[CH2:19]1)=[O:17])(C)(C)C, predict the reaction product. The product is: [C:32]12([CH:30]([OH:31])[CH2:29][NH:28][C:24]3[C:25]4[CH2:26][CH2:27][N:18]([C:16](=[O:17])[C@@H:15]([NH2:14])[CH2:42][C:43]5[CH:44]=[CH:45][CH:46]=[CH:47][CH:48]=5)[CH2:19][C:20]=4[N:21]=[CH:22][N:23]=3)[CH2:33][CH:34]3[CH2:35][CH:36]([CH2:37][CH:38]([CH2:40]3)[CH2:39]1)[CH2:41]2. (2) Given the reactants [OH:1][CH2:2][CH2:3][N:4]1[CH2:9][CH2:8][O:7][CH2:6][CH2:5]1.[OH-].[K+].F[C:13]1[CH:18]=[CH:17][C:16]([N+:19]([O-:21])=[O:20])=[C:15]([O:22][CH3:23])[CH:14]=1, predict the reaction product. The product is: [CH3:23][O:22][C:15]1[CH:14]=[C:13]([CH:18]=[CH:17][C:16]=1[N+:19]([O-:21])=[O:20])[O:1][CH2:2][CH2:3][N:4]1[CH2:9][CH2:8][O:7][CH2:6][CH2:5]1. (3) Given the reactants C([O:4][CH:5](OC(=O)C)[C:6]1[CH:11]=[CH:10][C:9]([S:12]([N:15]2[CH2:20][CH2:19][O:18][CH2:17][CH2:16]2)(=[O:14])=[O:13])=[CH:8][CH:7]=1)(=O)C.C(=O)([O-])[O-].[K+].[K+], predict the reaction product. The product is: [O:18]1[CH2:19][CH2:20][N:15]([S:12]([C:9]2[CH:8]=[CH:7][C:6]([CH:5]=[O:4])=[CH:11][CH:10]=2)(=[O:14])=[O:13])[CH2:16][CH2:17]1.